This data is from Catalyst prediction with 721,799 reactions and 888 catalyst types from USPTO. The task is: Predict which catalyst facilitates the given reaction. (1) Reactant: [CH3:1][O:2][CH:3]([O:11][CH3:12])[C:4]1[CH:9]=[CH:8][CH:7]=[C:6]([F:10])[CH:5]=1.[Li]C(CC)C.[C:18](=[O:20])=[O:19].[Li]CCCC.Cl. Product: [CH3:1][O:2][CH:3]([O:11][CH3:12])[C:4]1[CH:9]=[CH:8][CH:7]=[C:6]([F:10])[C:5]=1[C:18]([OH:20])=[O:19]. The catalyst class is: 30. (2) Reactant: [CH2:1]([C:8]1[N:9]=[C:10]([CH3:26])[C:11]2[CH2:17][CH2:16][N:15](CC3C=CC=CC=3)[CH2:14][CH2:13][C:12]=2[N:25]=1)[C:2]1[CH:7]=[CH:6][CH:5]=[CH:4][CH:3]=1. Product: [CH2:1]([C:8]1[N:9]=[C:10]([CH3:26])[C:11]2[CH2:17][CH2:16][NH:15][CH2:14][CH2:13][C:12]=2[N:25]=1)[C:2]1[CH:3]=[CH:4][CH:5]=[CH:6][CH:7]=1. The catalyst class is: 45. (3) Reactant: Cl.[NH:2]1[CH2:5][CH:4]([C:6]([O:8][CH3:9])=[O:7])[CH2:3]1.CCN(C(C)C)C(C)C.[CH2:19]([O:26][C:27]([NH:29][C@@H:30]([CH2:34][C:35]1[CH:40]=[CH:39][C:38]([OH:41])=[CH:37][CH:36]=1)[C:31](O)=[O:32])=[O:28])[C:20]1[CH:25]=[CH:24][CH:23]=[CH:22][CH:21]=1.CN(C(ON1N=NC2C=CC=NC1=2)=[N+](C)C)C.F[P-](F)(F)(F)(F)F.Cl. Product: [CH2:19]([O:26][C:27]([NH:29][C@@H:30]([CH2:34][C:35]1[CH:40]=[CH:39][C:38]([OH:41])=[CH:37][CH:36]=1)[C:31]([N:2]1[CH2:5][CH:4]([C:6]([O:8][CH3:9])=[O:7])[CH2:3]1)=[O:32])=[O:28])[C:20]1[CH:21]=[CH:22][CH:23]=[CH:24][CH:25]=1. The catalyst class is: 3.